Predict the product of the given reaction. From a dataset of Forward reaction prediction with 1.9M reactions from USPTO patents (1976-2016). (1) Given the reactants [CH3:1][CH:2]1[O:7][NH:6][CH2:5][CH2:4][CH2:3]1.[Cl:8][C:9]1[C:14]([C:15]2[C:20]([F:21])=[CH:19][C:18]([F:22])=[CH:17][C:16]=2[F:23])=[C:13](Cl)[N:12]=[C:11]([S:25][CH3:26])[N:10]=1.C(N(CC)CC)C.C(=O)(O)[O-].[Na+], predict the reaction product. The product is: [Cl:8][C:9]1[C:14]([C:15]2[C:20]([F:21])=[CH:19][C:18]([F:22])=[CH:17][C:16]=2[F:23])=[C:13]([N:6]2[CH2:5][CH2:4][CH2:3][CH:2]([CH3:1])[O:7]2)[N:12]=[C:11]([S:25][CH3:26])[N:10]=1. (2) Given the reactants C[O:2][C:3]1[CH:8]=[CH:7][C:6]([NH:9][C:10](=[O:14])[CH2:11][CH2:12]Cl)=[CH:5][CH:4]=1.CN(C)C(=O)C.Cl[Al](Cl)Cl, predict the reaction product. The product is: [OH:2][C:3]1[CH:8]=[C:7]2[C:6](=[CH:5][CH:4]=1)[NH:9][C:10](=[O:14])[CH2:11][CH2:12]2. (3) Given the reactants [CH3:1][O:2][C:3]1[CH:31]=[CH:30][C:6]([CH2:7][N:8]2[C:12]3=[N:13][CH:14]=[CH:15][C:16]([O:17][C:18]4[CH:23]=[C:22]([Cl:24])[C:21]([N+:25]([O-])=O)=[CH:20][C:19]=4[F:28])=[C:11]3[C:10]([CH3:29])=[N:9]2)=[CH:5][CH:4]=1, predict the reaction product. The product is: [CH3:1][O:2][C:3]1[CH:4]=[CH:5][C:6]([CH2:7][N:8]2[C:12]3=[N:13][CH:14]=[CH:15][C:16]([O:17][C:18]4[C:19]([F:28])=[CH:20][C:21]([NH2:25])=[C:22]([Cl:24])[CH:23]=4)=[C:11]3[C:10]([CH3:29])=[N:9]2)=[CH:30][CH:31]=1.